Dataset: Forward reaction prediction with 1.9M reactions from USPTO patents (1976-2016). Task: Predict the product of the given reaction. (1) Given the reactants [N+](C1C=CC(COC([N:12]2[CH2:17][CH2:16][N:15]3[N:18]=[C:19]([CH2:21][OH:22])[CH:20]=[C:14]3[CH2:13]2)=O)=CC=1)([O-])=O, predict the reaction product. The product is: [N:18]1[N:15]2[CH2:16][CH2:17][NH:12][CH2:13][C:14]2=[CH:20][C:19]=1[CH2:21][OH:22]. (2) Given the reactants [F:1][C:2]1[CH:7]=[C:6]([NH:8][C:9](=[O:13])[CH:10]([CH3:12])[CH3:11])[CH:5]=[CH:4][C:3]=1[N:14]1[CH2:18][CH2:17][C@H:16]([NH:19]C(=O)OC(C)(C)C)[C:15]1=[O:27].C(Cl)(=O)C, predict the reaction product. The product is: [NH2:19][C@H:16]1[CH2:17][CH2:18][N:14]([C:3]2[CH:4]=[CH:5][C:6]([NH:8][C:9](=[O:13])[CH:10]([CH3:11])[CH3:12])=[CH:7][C:2]=2[F:1])[C:15]1=[O:27]. (3) Given the reactants Cl.[C:2]([O:10][CH2:11]/[CH:12]=[C:13](\[CH3:19])/[C@@H:14]([NH2:18])[CH2:15][CH:16]=[CH2:17])(=[O:9])[C:3]1[CH:8]=[CH:7][CH:6]=[CH:5][CH:4]=1.[Si:20]([O:27][C@H:28]([CH2:33][CH2:34][C@:35]1([CH3:48])[C@H:39]([CH:40]=[CH2:41])[O:38][C@H:37]([C:42]2[CH:47]=[CH:46][CH:45]=[CH:44][CH:43]=2)[O:36]1)[CH2:29][C:30](O)=[O:31])([C:23]([CH3:26])([CH3:25])[CH3:24])([CH3:22])[CH3:21].ON1C2C=CC=CC=2N=N1.Cl.C(N=C=NCCCN(C)C)C.C(N(CC)CC)C, predict the reaction product. The product is: [C:2]([O:10][CH2:11]/[CH:12]=[C:13](\[CH3:19])/[C@@H:14]([NH:18][C:30](=[O:31])[CH2:29][C@H:28]([O:27][Si:20]([C:23]([CH3:26])([CH3:25])[CH3:24])([CH3:21])[CH3:22])[CH2:33][CH2:34][C@:35]1([CH3:48])[C@H:39]([CH:40]=[CH2:41])[O:38][C@H:37]([C:42]2[CH:47]=[CH:46][CH:45]=[CH:44][CH:43]=2)[O:36]1)[CH2:15][CH:16]=[CH2:17])(=[O:9])[C:3]1[CH:8]=[CH:7][CH:6]=[CH:5][CH:4]=1. (4) Given the reactants [OH-].[Na+].Cl[C:4]1[CH:5]=[C:6]([C:12]2([C:35]([F:38])([F:37])[F:36])[CH2:16][C:15]([C:17]3[CH:30]=[CH:29][C:20]([C:21]([NH:23][CH2:24][C:25]([O:27]C)=[O:26])=[O:22])=[C:19]([C:31]([F:34])([F:33])[F:32])[CH:18]=3)=[N:14][CH2:13]2)[CH:7]=[C:8](Cl)[C:9]=1Cl, predict the reaction product. The product is: [F:32][C:31]([F:34])([F:33])[C:4]1[CH:5]=[C:6]([C:12]2([C:35]([F:37])([F:38])[F:36])[CH2:16][C:15]([C:17]3[CH:30]=[CH:29][C:20]([C:21]([NH:23][CH2:24][C:25]([OH:27])=[O:26])=[O:22])=[C:19]([C:31]([F:33])([F:34])[F:32])[CH:18]=3)=[N:14][CH2:13]2)[CH:7]=[C:8]([C:35]([F:38])([F:37])[F:36])[CH:9]=1. (5) Given the reactants [CH3:1][C:2]1[C:6]2[CH:7]=[C:8]3[C:12]4([C:20]5[C:15](=[CH:16][CH:17]=[CH:18][CH:19]=5)[N:14]([CH2:21][C:22]5[CH:27]=[CH:26][C:25]([C:28](=O)[CH2:29][C:30]#[N:31])=[CH:24][CH:23]=5)[C:13]4=[O:33])[CH2:11][O:10][C:9]3=[CH:34][C:5]=2[O:4][N:3]=1.O.[NH2:36][NH2:37], predict the reaction product. The product is: [NH2:31][C:30]1[CH:29]=[C:28]([C:25]2[CH:24]=[CH:23][C:22]([CH2:21][N:14]3[C:15]4[C:20](=[CH:19][CH:18]=[CH:17][CH:16]=4)[C:12]4([C:8]5[C:9](=[CH:34][C:5]6[O:4][N:3]=[C:2]([CH3:1])[C:6]=6[CH:7]=5)[O:10][CH2:11]4)[C:13]3=[O:33])=[CH:27][CH:26]=2)[NH:37][N:36]=1.